Dataset: Forward reaction prediction with 1.9M reactions from USPTO patents (1976-2016). Task: Predict the product of the given reaction. (1) Given the reactants [NH2:1][C:2]1[CH:3]=[C:4]([CH:21]=[CH:22][CH:23]=1)[O:5][C:6]1[CH:7]=[CH:8][C:9]2[N:10]([CH:12]=[C:13]([NH:15][C:16]([CH:18]3[CH2:20][CH2:19]3)=[O:17])[N:14]=2)[CH:11]=1.[C:24]1([CH:32]=O)[C:25]([CH:30]=[O:31])=[CH:26][CH:27]=[CH:28][CH:29]=1, predict the reaction product. The product is: [O:31]=[C:30]1[C:25]2[C:24](=[CH:29][CH:28]=[CH:27][CH:26]=2)[CH2:32][N:1]1[C:2]1[CH:3]=[C:4]([CH:21]=[CH:22][CH:23]=1)[O:5][C:6]1[CH:7]=[CH:8][C:9]2[N:10]([CH:12]=[C:13]([NH:15][C:16]([CH:18]3[CH2:20][CH2:19]3)=[O:17])[N:14]=2)[CH:11]=1. (2) Given the reactants Cl[CH2:2][CH2:3][CH2:4][O:5][C:6]1[CH:14]=[CH:13][C:9]([C:10]([O-:12])=[O:11])=[CH:8][CH:7]=1.[C:15](=O)([O-])[O-].[K+].[K+].[I-].[Na+].[NH:23]1[CH2:28][CH2:27][CH2:26][CH2:25][CH2:24]1, predict the reaction product. The product is: [N:23]1([CH2:2][CH2:3][CH2:4][O:5][C:6]2[CH:14]=[CH:13][C:9]([C:10]([O:12][CH3:15])=[O:11])=[CH:8][CH:7]=2)[CH2:28][CH2:27][CH2:26][CH2:25][CH2:24]1. (3) Given the reactants C(OCC)(=O)C.Cl[C@@H:8]1[CH2:16][N:15]2[C@@H:10]([CH2:11][C:12]([C:17]3[C:18]([C:29]4[CH:34]=[CH:33][N:32]=[CH:31][CH:30]=4)=[C:19]([C:22]4[CH:27]=[CH:26][C:25]([F:28])=[CH:24][CH:23]=4)[NH:20][CH:21]=3)=[CH:13][CH2:14]2)[CH2:9]1.[CH3:35][CH2:36][CH2:37][CH2:38]CC, predict the reaction product. The product is: [F:28][C:25]1[CH:26]=[CH:27][C:22]([C:19]2[NH:20][CH:21]=[C:17]([C:12]3[CH2:11][CH:10]4[CH2:9][C:8]5[C:16](=[CH:35][CH:36]=[CH:37][CH:38]=5)[N:15]4[CH2:14][CH:13]=3)[C:18]=2[C:29]2[CH:30]=[CH:31][N:32]=[CH:33][CH:34]=2)=[CH:23][CH:24]=1.